Dataset: Full USPTO retrosynthesis dataset with 1.9M reactions from patents (1976-2016). Task: Predict the reactants needed to synthesize the given product. (1) Given the product [Br:1][C:2]1[CH:3]=[C:4]([NH2:10])[C:5]([N:17]([CH:18]2[CH2:23][CH2:22][CH2:21][CH2:20][CH2:19]2)[CH2:13][CH:14]([CH3:16])[CH3:15])=[C:6]([F:8])[CH:7]=1, predict the reactants needed to synthesize it. The reactants are: [Br:1][C:2]1[CH:3]=[C:4]([N+:10]([O-])=O)[C:5](F)=[C:6]([F:8])[CH:7]=1.[CH2:13]([NH:17][CH:18]1[CH2:23][CH2:22][CH2:21][CH2:20][CH2:19]1)[CH:14]([CH3:16])[CH3:15]. (2) Given the product [CH:17]([N:14]1[CH2:15][CH2:16][CH:11]([CH2:10][NH2:9])[CH2:12][CH2:13]1)([CH3:19])[CH3:18], predict the reactants needed to synthesize it. The reactants are: O.C(=[N:9][CH2:10][CH:11]1[CH2:16][CH2:15][N:14]([CH:17]([CH3:19])[CH3:18])[CH2:13][CH2:12]1)C1C=CC=CC=1.Cl. (3) Given the product [OH:41][CH2:40][C:39]([NH:38][S:35]([C:31]1[CH:30]=[C:29]([NH:28][C:25]([C:24]2[CH:23]=[N:22][N:15]3[C:16]([C:18]([F:21])([F:19])[F:20])=[CH:17][C:12]([C:4]4[CH:5]=[CH:6][C:7]([C:8]([F:10])([F:9])[F:11])=[C:2]([Cl:1])[CH:3]=4)=[N:13][C:14]=23)=[O:27])[CH:34]=[CH:33][CH:32]=1)(=[O:37])=[O:36])([CH3:43])[CH3:42], predict the reactants needed to synthesize it. The reactants are: [Cl:1][C:2]1[CH:3]=[C:4]([C:12]2[CH:17]=[C:16]([C:18]([F:21])([F:20])[F:19])[N:15]3[N:22]=[CH:23][C:24]([C:25]([OH:27])=O)=[C:14]3[N:13]=2)[CH:5]=[CH:6][C:7]=1[C:8]([F:11])([F:10])[F:9].[NH2:28][C:29]1[CH:30]=[C:31]([S:35]([NH:38][C:39]([CH3:43])([CH3:42])[CH2:40][OH:41])(=[O:37])=[O:36])[CH:32]=[CH:33][CH:34]=1.